Dataset: Peptide-MHC class II binding affinity with 134,281 pairs from IEDB. Task: Regression. Given a peptide amino acid sequence and an MHC pseudo amino acid sequence, predict their binding affinity value. This is MHC class II binding data. (1) The peptide sequence is DKWLDAKSTWYGKPT. The MHC is HLA-DQA10102-DQB10502 with pseudo-sequence HLA-DQA10102-DQB10502. The binding affinity (normalized) is 0. (2) The peptide sequence is FMVAMFLAVAVVLGL. The MHC is HLA-DQA10102-DQB10502 with pseudo-sequence HLA-DQA10102-DQB10502. The binding affinity (normalized) is 0.425.